From a dataset of Forward reaction prediction with 1.9M reactions from USPTO patents (1976-2016). Predict the product of the given reaction. (1) Given the reactants C(OP([CH2:9][C:10]#[N:11])(=O)OCC)C.C[Si]([N-][Si](C)(C)C)(C)C.[Li+].[CH2:22]([O:24][C:25]1[CH:26]=[C:27]([C:33]([C:35]2[CH:40]=[CH:39][C:38]([O:41][CH3:42])=[C:37]([OH:43])[CH:36]=2)=O)[CH:28]=[CH:29][C:30]=1[O:31][CH3:32])[CH3:23].O, predict the reaction product. The product is: [CH2:22]([O:24][C:25]1[CH:26]=[C:27](/[C:33](/[C:35]2[CH:40]=[CH:39][C:38]([O:41][CH3:42])=[C:37]([OH:43])[CH:36]=2)=[CH:9]\[C:10]#[N:11])[CH:28]=[CH:29][C:30]=1[O:31][CH3:32])[CH3:23]. (2) Given the reactants [F:1][C:2]1[CH:3]=[C:4]([CH:14]=[C:15]([F:17])[CH:16]=1)[CH2:5][NH:6][C:7](=[O:13])[CH:8]([CH3:12])[C:9]([OH:11])=O.Cl.[C:19]([O:23][C:24](=[O:37])[C@H:25]([CH2:27][C:28]1[C:36]2[C:31](=[CH:32][CH:33]=[CH:34][CH:35]=2)[NH:30][CH:29]=1)[NH2:26])([CH3:22])([CH3:21])[CH3:20].CN(C(ON1N=NC2C=CC=CC1=2)=[N+](C)C)C.[B-](F)(F)(F)F.C(N(CC)CC)C, predict the reaction product. The product is: [C:19]([O:23][C:24](=[O:37])[CH:25]([NH:26][C:9](=[O:11])[CH:8]([C:7](=[O:13])[NH:6][CH2:5][C:4]1[CH:14]=[C:15]([F:17])[CH:16]=[C:2]([F:1])[CH:3]=1)[CH3:12])[CH2:27][C:28]1[C:36]2[C:31](=[CH:32][CH:33]=[CH:34][CH:35]=2)[NH:30][CH:29]=1)([CH3:22])([CH3:20])[CH3:21]. (3) Given the reactants [N:1]1[N:5]2[CH:6]=[CH:7][CH:8]=[CH:9][C:4]2=[C:3]([C:10](=[S:12])[NH2:11])[CH:2]=1.Br[CH:14]([C:20](=O)[C:21]1[CH:26]=[CH:25][CH:24]=[CH:23][CH:22]=1)[C:15]([O:17][CH2:18][CH3:19])=[O:16], predict the reaction product. The product is: [N:1]1[N:5]2[CH:6]=[CH:7][CH:8]=[CH:9][C:4]2=[C:3]([C:10]2[S:12][C:14]([C:15]([O:17][CH2:18][CH3:19])=[O:16])=[C:20]([C:21]3[CH:26]=[CH:25][CH:24]=[CH:23][CH:22]=3)[N:11]=2)[CH:2]=1. (4) Given the reactants [Cl:1][CH2:2][CH2:3][CH2:4][O:5][C:6]1[CH:15]=[C:14]2[C:9]([C:10]([NH:16][C:17]3[NH:21][N:20]=[C:19]([CH2:22][C:23]([OH:25])=O)[CH:18]=3)=[N:11][CH:12]=[N:13]2)=[CH:8][C:7]=1[O:26][CH3:27].[F:28][C:29]1[CH:30]=[C:31]([CH:33]=[CH:34][CH:35]=1)[NH2:32].Cl.CN(C)CCCN=C=NCC.OC1C=CC=C[N+]=1[O-].C(N(C(C)C)CC)(C)C, predict the reaction product. The product is: [Cl:1][CH2:2][CH2:3][CH2:4][O:5][C:6]1[CH:15]=[C:14]2[C:9]([C:10]([NH:16][C:17]3[NH:21][N:20]=[C:19]([CH2:22][C:23]([NH:32][C:31]4[CH:33]=[CH:34][CH:35]=[C:29]([F:28])[CH:30]=4)=[O:25])[CH:18]=3)=[N:11][CH:12]=[N:13]2)=[CH:8][C:7]=1[O:26][CH3:27]. (5) Given the reactants [N+:1]([C:4]1[CH:5]=[C:6]([CH:18]=[C:19]([N+:21]([O-])=O)[CH:20]=1)[C:7]([NH:9][C:10]([CH2:13][C:14]([CH3:17])([CH3:16])[CH3:15])([CH3:12])[CH3:11])=[O:8])([O-])=O.[C:24](O[C:24](=[O:28])[CH:25]([CH3:27])[CH3:26])(=[O:28])[CH:25]([CH3:27])[CH3:26], predict the reaction product. The product is: [C:10]([NH:9][C:7](=[O:8])[C:6]1[CH:5]=[C:4]([NH:1][C:24](=[O:28])[CH:25]([CH3:27])[CH3:26])[CH:20]=[C:19]([NH:21][C:7](=[O:8])[CH:6]([CH3:18])[CH3:5])[CH:18]=1)([CH2:13][C:14]([CH3:17])([CH3:16])[CH3:15])([CH3:12])[CH3:11]. (6) Given the reactants [F:1][C:2]([F:11])([F:10])[C:3]1[N:8]=[C:7]([NH2:9])[CH:6]=[CH:5][CH:4]=1.C[Al](C)C.[F:16][C:17]1[CH:22]=[CH:21][C:20]([N:23]2[C:27]([CH3:28])=[C:26]([C:29](OCC)=[O:30])[N:25]=[N:24]2)=[CH:19][CH:18]=1.CO, predict the reaction product. The product is: [F:16][C:17]1[CH:18]=[CH:19][C:20]([N:23]2[C:27]([CH3:28])=[C:26]([C:29]([NH:9][C:7]3[CH:6]=[CH:5][CH:4]=[C:3]([C:2]([F:1])([F:10])[F:11])[N:8]=3)=[O:30])[N:25]=[N:24]2)=[CH:21][CH:22]=1. (7) Given the reactants CO[C:3]([C:5]1[CH:10]=[CH:9][C:8](=[O:11])[N:7]([CH3:12])[C:6]=1[NH:13][C:14]1[CH:19]=[CH:18][C:17]([I:20])=[CH:16][C:15]=1[F:21])=[O:4].[CH3:22][O:23][NH2:24], predict the reaction product. The product is: [CH3:22][O:23][NH:24][C:3]([C:5]1[CH:10]=[CH:9][C:8](=[O:11])[N:7]([CH3:12])[C:6]=1[NH:13][C:14]1[CH:19]=[CH:18][C:17]([I:20])=[CH:16][C:15]=1[F:21])=[O:4].